Dataset: Forward reaction prediction with 1.9M reactions from USPTO patents (1976-2016). Task: Predict the product of the given reaction. Given the reactants [Cr](Cl)([O-])(=O)=O.[NH+]1C=CC=CC=1.[CH3:12][CH2:13][C@@H:14]([C@H:16]([N:46]([C:48]([C@@H:50]([NH:54][C:55]([C@@H:57]([N:61]([CH3:63])[CH3:62])[CH:58]([CH3:60])[CH3:59])=[O:56])[CH:51]([CH3:53])[CH3:52])=[O:49])[CH3:47])[C@H:17]([O:44][CH3:45])[CH2:18][C:19]([N:21]1[C@H:25]([C@H:26]([O:42][CH3:43])[C@H:27]([C:29]([NH:31][C@@H:32]([C@@H:34]([OH:41])[C:35]2[CH:40]=[CH:39][CH:38]=[CH:37][CH:36]=2)[CH3:33])=[O:30])[CH3:28])[CH2:24][CH2:23][CH2:22]1)=[O:20])[CH3:15], predict the reaction product. The product is: [CH3:63][N:61]([CH3:62])[C@H:57]([C:55]([NH:54][C@H:50]([C:48]([N:46]([C@@H:16]([C@@H:14]([CH3:15])[CH2:13][CH3:12])[C@H:17]([O:44][CH3:45])[CH2:18][C:19]([N:21]1[CH2:22][CH2:23][CH2:24][C@H:25]1[C@H:26]([O:42][CH3:43])[C@@H:27]([CH3:28])[C:29]([NH:31][C@H:32]([CH3:33])[C:34](=[O:41])[C:35]1[CH:36]=[CH:37][CH:38]=[CH:39][CH:40]=1)=[O:30])=[O:20])[CH3:47])=[O:49])[CH:51]([CH3:53])[CH3:52])=[O:56])[CH:58]([CH3:60])[CH3:59].